Predict the product of the given reaction. From a dataset of Forward reaction prediction with 1.9M reactions from USPTO patents (1976-2016). (1) Given the reactants [CH3:1][O:2][C:3]1[CH:11]=[CH:10][CH:9]=[CH:8][C:4]=1[C:5]([OH:7])=O.[CH2:12]([NH:14][CH2:15][CH3:16])[CH3:13], predict the reaction product. The product is: [CH2:12]([N:14]([CH2:15][CH3:16])[C:5](=[O:7])[C:4]1[CH:8]=[CH:9][CH:10]=[CH:11][C:3]=1[O:2][CH3:1])[CH3:13]. (2) Given the reactants [Cl:1][C:2]1[C:3]([O:9][C:10]2[CH:15]=[C:14]([O:16][CH2:17][CH2:18][O:19][CH3:20])[CH:13]=[CH:12][C:11]=2[CH2:21][CH2:22][CH2:23][OH:24])=[N:4][CH:5]=[C:6]([Cl:8])[CH:7]=1.Cl[S:26]([N:29]=[C:30]=[O:31])(=[O:28])=[O:27].N1C=CC=CC=1.[CH:38]([O:41][CH2:42][CH2:43][NH2:44])([CH3:40])[CH3:39], predict the reaction product. The product is: [CH:38]([O:41][CH2:42][CH2:43][NH:44][S:26]([NH:29][C:30](=[O:31])[O:24][CH2:23][CH2:22][CH2:21][C:11]1[CH:12]=[CH:13][C:14]([O:16][CH2:17][CH2:18][O:19][CH3:20])=[CH:15][C:10]=1[O:9][C:3]1[C:2]([Cl:1])=[CH:7][C:6]([Cl:8])=[CH:5][N:4]=1)(=[O:28])=[O:27])([CH3:40])[CH3:39]. (3) The product is: [CH:1]1[C:10]2[C:5](=[CH:6][CH:7]=[CH:8][CH:9]=2)[CH:4]=[CH:3][C:2]=1[S:11]([CH:14]([CH3:21])[CH2:15][CH2:16][C:17]([OH:19])=[O:18])(=[O:13])=[O:12]. Given the reactants [CH:1]1[C:10]2[C:5](=[CH:6][CH:7]=[CH:8][CH:9]=2)[CH:4]=[CH:3][C:2]=1[S:11]([CH:14]([CH3:21])[CH2:15][CH2:16][C:17]([O:19]C)=[O:18])(=[O:13])=[O:12].C1COCC1.[OH-].[Li+].Cl, predict the reaction product. (4) Given the reactants [F:1][C:2]([F:34])([F:33])[C:3]1[CH:28]=[C:27]([C:29]([F:32])([F:31])[F:30])[CH:26]=[CH:25][C:4]=1[CH2:5][N:6]1[C:14]2[C:9](=[CH:10][C:11]([CH:15]=[C:16]3[S:20][C:19](SCC)=[N:18][C:17]3=[O:24])=[CH:12][CH:13]=2)[CH:8]=[N:7]1.[CH3:35][N:36]1[CH2:41][CH2:40][NH:39][CH:38]([CH3:42])[C:37]1=[O:43], predict the reaction product. The product is: [F:34][C:2]([F:1])([F:33])[C:3]1[CH:28]=[C:27]([C:29]([F:30])([F:32])[F:31])[CH:26]=[CH:25][C:4]=1[CH2:5][N:6]1[C:14]2[C:9](=[CH:10][C:11]([CH:15]=[C:16]3[S:20][C:19]([N:39]4[CH2:40][CH2:41][N:36]([CH3:35])[C:37](=[O:43])[CH:38]4[CH3:42])=[N:18][C:17]3=[O:24])=[CH:12][CH:13]=2)[CH:8]=[N:7]1. (5) Given the reactants [CH2:1]([O:3][C:4]([C:6]1[C:10]([N+:11]([O-:13])=[O:12])=[CH:9][NH:8][N:7]=1)=[O:5])[CH3:2].[F:14][C:15]([F:20])([F:19])[CH2:16][CH2:17]I, predict the reaction product. The product is: [CH2:1]([O:3][C:4]([C:6]1[C:10]([N+:11]([O-:13])=[O:12])=[CH:9][N:8]([CH2:17][CH2:16][C:15]([F:20])([F:19])[F:14])[N:7]=1)=[O:5])[CH3:2]. (6) Given the reactants [NH:1]1[C:9]2[C:4](=[CH:5][C:6]([NH:10][C:11]3[CH:20]=[CH:19][C:18]([CH:21]4[CH2:23][CH2:22]4)=[CH:17][C:12]=3[C:13]([O:15][CH3:16])=[O:14])=[CH:7][CH:8]=2)[CH:3]=[CH:2]1.I[C:25]1[N:26]=[N:27][C:28]([CH3:31])=[CH:29][CH:30]=1.P([O-])([O-])([O-])=O.[K+].[K+].[K+].CN[C@@H]1CCCC[C@H]1NC, predict the reaction product. The product is: [CH:21]1([C:18]2[CH:19]=[CH:20][C:11]([NH:10][C:6]3[CH:5]=[C:4]4[C:9](=[CH:8][CH:7]=3)[N:1]([C:25]3[N:26]=[N:27][C:28]([CH3:31])=[CH:29][CH:30]=3)[CH:2]=[CH:3]4)=[C:12]([CH:17]=2)[C:13]([O:15][CH3:16])=[O:14])[CH2:23][CH2:22]1.